The task is: Predict the product of the given reaction.. This data is from Forward reaction prediction with 1.9M reactions from USPTO patents (1976-2016). The product is: [CH3:23][N:24]([CH3:29])[S:25]([C:17]1[CH:18]=[CH:19][CH:20]=[C:21]2[C:16]=1[NH:15][CH:14]=[C:13]2[C:3]1([CH2:1][CH3:2])[C:11]2[C:6](=[CH:7][C:8]([F:12])=[CH:9][CH:10]=2)[CH2:5][CH2:4]1)(=[O:27])=[O:26]. Given the reactants [CH2:1]([C:3]1([C:13]2[C:21]3[C:16](=[C:17](N)[CH:18]=[CH:19][CH:20]=3)[NH:15][CH:14]=2)[C:11]2[C:6](=[CH:7][C:8]([F:12])=[CH:9][CH:10]=2)[CH2:5][CH2:4]1)[CH3:2].[CH3:23][N:24]([CH3:29])[S:25](Cl)(=[O:27])=[O:26], predict the reaction product.